This data is from Peptide-MHC class II binding affinity with 134,281 pairs from IEDB. The task is: Regression. Given a peptide amino acid sequence and an MHC pseudo amino acid sequence, predict their binding affinity value. This is MHC class II binding data. The peptide sequence is NFGKRELKCGDGIFI. The MHC is DRB1_0404 with pseudo-sequence DRB1_0404. The binding affinity (normalized) is 0.523.